From a dataset of Forward reaction prediction with 1.9M reactions from USPTO patents (1976-2016). Predict the product of the given reaction. (1) The product is: [CH3:9][O:8][C:6](=[O:7])[C:5]1[CH:10]=[C:11]([I:12])[C:2]([NH2:1])=[N:3][CH:4]=1. Given the reactants [NH2:1][C:2]1[CH:11]=[CH:10][C:5]([C:6]([O:8][CH3:9])=[O:7])=[CH:4][N:3]=1.[I:12]I, predict the reaction product. (2) Given the reactants [NH2:1][C@H:2]([C:6]([OH:8])=[O:7])[CH:3]([CH3:5])[CH3:4].[OH-].[Na+].Cl[C:12]([O:14][CH:15]([CH3:17])[CH3:16])=[O:13], predict the reaction product. The product is: [CH:15]([O:14][C:12]([NH:1][C@H:2]([C:6]([OH:8])=[O:7])[CH:3]([CH3:5])[CH3:4])=[O:13])([CH3:17])[CH3:16]. (3) Given the reactants [OH:1][C@H:2]1[CH2:6][CH2:5][N:4]([C:7]([O:9][C:10]([CH3:13])([CH3:12])[CH3:11])=[O:8])[CH2:3]1.C(N(CC)C(C)C)(C)C.[CH3:23][S:24](Cl)(=[O:26])=[O:25], predict the reaction product. The product is: [CH3:23][S:24]([O:1][C@H:2]1[CH2:6][CH2:5][N:4]([C:7]([O:9][C:10]([CH3:13])([CH3:12])[CH3:11])=[O:8])[CH2:3]1)(=[O:26])=[O:25]. (4) Given the reactants C([Li])CCC.Br[C:7]1[C:12]([CH2:13][O:14][CH:15]2[CH2:20][CH2:19][CH2:18][CH2:17][O:16]2)=[C:11]([CH2:21][CH2:22][CH3:23])[C:10]([O:24][CH2:25][O:26][CH3:27])=[CH:9][CH:8]=1.[F:28][C:29]([F:37])([F:36])[C:30]([C:32]([F:35])([F:34])[F:33])=[O:31].O, predict the reaction product. The product is: [F:28][C:29]([F:37])([F:36])[C:30]([C:7]1[CH:8]=[CH:9][C:10]([O:24][CH2:25][O:26][CH3:27])=[C:11]([CH2:21][CH2:22][CH3:23])[C:12]=1[CH2:13][O:14][CH:15]1[CH2:20][CH2:19][CH2:18][CH2:17][O:16]1)([OH:31])[C:32]([F:35])([F:34])[F:33].